Predict the reaction yield, written as a fraction of the theoretical maximum amount of product (1.0 means a 100% yield; for example, 0.34 means a 34% yield). From a dataset of Reaction yield outcomes from USPTO patents with 853,638 reactions. (1) The reactants are C(OC(=O)[NH:10][CH2:11][CH2:12][C:13]1[N:14]([CH2:19][CH3:20])[N:15]=[C:16]([CH3:18])[CH:17]=1)C1C=CC=CC=1. The catalyst is CO.[Pd]. The product is [CH2:19]([N:14]1[C:13]([CH2:12][CH2:11][NH2:10])=[CH:17][C:16]([CH3:18])=[N:15]1)[CH3:20]. The yield is 0.937. (2) The reactants are [CH3:1][O:2][C:3](=[O:15])[C:4]1[CH:9]=[CH:8][C:7]([N:10]([CH3:12])[CH3:11])=[C:6]([C:13]#[N:14])[CH:5]=1.Cl[CH2:17]Cl.C[O:20][S:21]([C:24]([F:27])([F:26])[F:25])(=[O:23])=[O:22]. The catalyst is C(OCC)C. The product is [F:25][C:24]([F:27])([F:26])[S:21]([O-:23])(=[O:22])=[O:20].[C:13]([C:6]1[CH:5]=[C:4]([C:3]([O:2][CH3:1])=[O:15])[CH:9]=[CH:8][C:7]=1[N+:10]([CH3:17])([CH3:11])[CH3:12])#[N:14]. The yield is 0.690. (3) The reactants are [C:1]([NH:5][C:6]1[C:15]2[C:10](=[CH:11][CH:12]=[C:13]([C:16]([OH:18])=O)[CH:14]=2)[CH:9]=[CH:8][N:7]=1)([CH3:4])([CH3:3])[CH3:2].Cl.[C:20]([N:24]1[CH:32]=[C:31]2[C:26]([C:27](=[O:38])[NH:28][C:29]3([CH2:37][CH2:36][NH:35][CH2:34][CH2:33]3)[CH2:30]2)=[N:25]1)([CH3:23])([CH3:22])[CH3:21].C(N(CC)CC)C.CCCP1(OP(CCC)(=O)OP(CCC)(=O)O1)=O. The catalyst is CN(C)C=O. The product is [C:20]([N:24]1[CH:32]=[C:31]2[C:26]([C:27](=[O:38])[NH:28][C:29]3([CH2:37][CH2:36][N:35]([C:16]([C:13]4[CH:14]=[C:15]5[C:10]([CH:9]=[CH:8][N:7]=[C:6]5[NH:5][C:1]([CH3:2])([CH3:3])[CH3:4])=[CH:11][CH:12]=4)=[O:18])[CH2:34][CH2:33]3)[CH2:30]2)=[N:25]1)([CH3:23])([CH3:21])[CH3:22]. The yield is 0.240.